This data is from Full USPTO retrosynthesis dataset with 1.9M reactions from patents (1976-2016). The task is: Predict the reactants needed to synthesize the given product. (1) Given the product [CH:21]([C:20]1[CH:23]=[CH:24][C:17]([O:16][CH2:8][C:9]([O:11][C:12]([CH3:15])([CH3:14])[CH3:13])=[O:10])=[CH:18][CH:19]=1)=[O:22], predict the reactants needed to synthesize it. The reactants are: CC(C)([O-])C.[K+].Br[CH2:8][C:9]([O:11][C:12]([CH3:15])([CH3:14])[CH3:13])=[O:10].[OH:16][C:17]1[CH:24]=[CH:23][C:20]([CH:21]=[O:22])=[CH:19][CH:18]=1.O. (2) Given the product [OH:17][C@H:16]([C@@H:15]([NH:19][C:20](=[O:26])[O:21][C:22]([CH3:25])([CH3:24])[CH3:23])[CH2:14][C@H:13]([CH2:12][NH:11][C:9](=[O:10])[C:8]1[CH:30]=[CH:31][CH:32]=[CH:33][C:7]=1[O:6][CH2:5][CH2:4][CH2:3][O:2][CH3:1])[CH:27]([CH3:29])[CH3:28])[CH2:18][N:34]1[CH2:39][CH2:38][CH2:37][CH2:36][CH2:35]1, predict the reactants needed to synthesize it. The reactants are: [CH3:1][O:2][CH2:3][CH2:4][CH2:5][O:6][C:7]1[CH:33]=[CH:32][CH:31]=[CH:30][C:8]=1[C:9]([NH:11][CH2:12][C@H:13]([CH:27]([CH3:29])[CH3:28])[CH2:14][C@H:15]([NH:19][C:20](=[O:26])[O:21][C:22]([CH3:25])([CH3:24])[CH3:23])[C@@H:16]1[CH2:18][O:17]1)=[O:10].[NH:34]1[CH2:39][CH2:38][CH2:37][CH2:36][CH2:35]1.